This data is from Reaction yield outcomes from USPTO patents with 853,638 reactions. The task is: Predict the reaction yield, written as a fraction of the theoretical maximum amount of product (1.0 means a 100% yield; for example, 0.34 means a 34% yield). The reactants are [CH3:1][O:2][C:3]1[CH:8]=[C:7]([O:9][CH3:10])[CH:6]=[CH:5][C:4]=1[CH2:11][CH2:12][CH2:13][CH2:14][N:15]=[N+]=[N-].[H-].[H-].[H-].[H-].[Li+].[Al+3]. The catalyst is C1COCC1. The yield is 0.640. The product is [CH3:1][O:2][C:3]1[CH:8]=[C:7]([O:9][CH3:10])[CH:6]=[CH:5][C:4]=1[CH2:11][CH2:12][CH2:13][CH2:14][NH2:15].